From a dataset of Full USPTO retrosynthesis dataset with 1.9M reactions from patents (1976-2016). Predict the reactants needed to synthesize the given product. (1) Given the product [CH3:13][N:14]1[CH:15]2[CH2:21][CH2:20][CH:19]1[CH2:18][CH:17]([O:22][C:23]1[N:28]=[C:27]([N:29]3[CH2:30][CH2:31][O:32][CH2:33][CH2:34]3)[N:26]=[C:25]([C:35]3[CH:36]=[CH:37][C:38]([NH:41][C:5]([NH:42][C:43]4[CH:48]=[CH:47][N:46]=[CH:45][CH:44]=4)=[O:11])=[CH:39][CH:40]=3)[N:24]=1)[CH2:16]2, predict the reactants needed to synthesize it. The reactants are: ClC(Cl)(O[C:5](=[O:11])OC(Cl)(Cl)Cl)Cl.[CH3:13][N:14]1[CH:19]2[CH2:20][CH2:21][CH:15]1[CH2:16][CH:17]([O:22][C:23]1[N:28]=[C:27]([N:29]3[CH2:34][CH2:33][O:32][CH2:31][CH2:30]3)[N:26]=[C:25]([C:35]3[CH:40]=[CH:39][C:38]([NH2:41])=[CH:37][CH:36]=3)[N:24]=1)[CH2:18]2.[NH2:42][C:43]1[CH:48]=[CH:47][N:46]=[CH:45][CH:44]=1.CCN(CC)CC. (2) Given the product [F:3][C:4]1[CH:9]=[C:8]([C:10]([F:11])([F:12])[F:13])[CH:7]=[CH:6][C:5]=1[C:14]1[S:15][C:16]([CH2:20][S:21][C:22]2[CH:27]=[CH:26][C:25]([O:28][C:24]([CH3:29])([CH3:23])[C:25]([OH:28])=[O:1])=[C:24]([CH3:29])[CH:23]=2)=[C:17]([CH3:19])[N:18]=1, predict the reactants needed to synthesize it. The reactants are: [OH-:1].[Na+].[F:3][C:4]1[CH:9]=[C:8]([C:10]([F:13])([F:12])[F:11])[CH:7]=[CH:6][C:5]=1[C:14]1[S:15][C:16]([CH2:20][S:21][C:22]2[CH:27]=[CH:26][C:25]([OH:28])=[C:24]([CH3:29])[CH:23]=2)=[C:17]([CH3:19])[N:18]=1. (3) The reactants are: [H-].[Na+].[NH2:3][C:4]1[C:9]([O:10][C:11]2[CH:20]=[C:19]3[C:14]([CH:15]=[CH:16][C:17]([OH:21])=[CH:18]3)=[CH:13][CH:12]=2)=[CH:8][CH:7]=[CH:6][N:5]=1.CC1C=CC(S(O[CH2:33][C:34]([F:37])([F:36])[F:35])(=O)=O)=CC=1.[Cl-].[NH4+]. Given the product [F:35][C:34]([F:37])([F:36])[CH2:33][O:21][C:17]1[CH:18]=[C:19]2[C:14]([CH:13]=[CH:12][C:11]([O:10][C:9]3[C:4]([NH2:3])=[N:5][CH:6]=[CH:7][CH:8]=3)=[CH:20]2)=[CH:15][CH:16]=1, predict the reactants needed to synthesize it. (4) Given the product [NH2:24][CH2:23][CH2:22][O:21][C:20]1[C:35]([CH3:37])=[CH:36][C:17]([C:12]2[NH:13][C:14](=[O:16])[C:15]3[C:6]([O:5][CH3:4])=[CH:7][C:8]([O:39][CH3:40])=[N:9][C:10]=3[N:11]=2)=[CH:18][C:19]=1[CH3:38], predict the reactants needed to synthesize it. The reactants are: O.NN.[CH3:4][O:5][C:6]1[C:15]2[C:14](=[O:16])[NH:13][C:12]([C:17]3[CH:36]=[C:35]([CH3:37])[C:20]([O:21][CH2:22][CH2:23][N:24]4C(=O)C5C(=CC=CC=5)C4=O)=[C:19]([CH3:38])[CH:18]=3)=[N:11][C:10]=2[N:9]=[C:8]([O:39][CH3:40])[CH:7]=1. (5) Given the product [C:1]1([S:7]([CH2:10][C:11]2[C:16]([C:17]([OH:19])=[O:18])=[C:15]([O:21][CH3:22])[C:14]([C:23]3[N:24]=[CH:25][O:26][CH:27]=3)=[CH:13][CH:12]=2)(=[O:8])=[O:9])[CH:2]=[CH:3][CH:4]=[CH:5][CH:6]=1, predict the reactants needed to synthesize it. The reactants are: [C:1]1([S:7]([CH2:10][C:11]2[C:16]([C:17]([O:19]C)=[O:18])=[C:15]([O:21][CH3:22])[C:14]([C:23]3[N:24]=[CH:25][O:26][CH:27]=3)=[CH:13][CH:12]=2)(=[O:9])=[O:8])[CH:6]=[CH:5][CH:4]=[CH:3][CH:2]=1. (6) Given the product [NH2:23][C:22]1[S:11][C:4]([C:5]2[CH:10]=[CH:9][CH:8]=[CH:7][N:6]=2)=[CH:3][C:24]=1[C:25]([NH2:27])=[O:26], predict the reactants needed to synthesize it. The reactants are: CO[CH:3]=[CH:4][C:5]1[CH:10]=[CH:9][CH:8]=[CH:7][N:6]=1.[S:11](=O)(=O)(O)O.N1CCOCC1.[C:22]([CH2:24][C:25]([NH2:27])=[O:26])#[N:23].[S]. (7) Given the product [CH2:1]([N:8]1[C:14]2[CH:15]=[CH:16][CH:17]=[CH:18][C:13]=2[S:12][CH2:11][C@H:10]([NH:19][C:20](=[O:39])[C@H:21]([O:22][CH3:23])[C@H:24]([OH:25])[C@@H:29]([OH:30])[C@H:28]([OH:27])/[CH:31]=[CH:32]/[C:33]([CH3:35])([CH3:36])[CH3:34])[C:9]1=[O:40])[C:2]1[CH:7]=[CH:6][CH:5]=[CH:4][CH:3]=1, predict the reactants needed to synthesize it. The reactants are: [CH2:1]([N:8]1[C:14]2[CH:15]=[CH:16][CH:17]=[CH:18][C:13]=2[S:12][CH2:11][C@H:10]([NH:19][C:20](=[O:39])[C@@H:21]([C@H:24]2[C@@H:29]([OH:30])[C@@H:28](/[CH:31]=[CH:32]/[C:33]([CH3:36])([CH3:35])[CH3:34])[O:27]C(C)(C)[O:25]2)[O:22][CH3:23])[C:9]1=[O:40])[C:2]1[CH:7]=[CH:6][CH:5]=[CH:4][CH:3]=1.[OH-].[Na+]. (8) Given the product [CH2:27]([C:23]1[C:24]([CH2:1][CH:3]([CH3:4])[CH3:11])=[CH:25][C:20]([C:19]([OH:18])=[O:29])=[CH:21][N:22]=1)[CH3:28], predict the reactants needed to synthesize it. The reactants are: [CH2:1]([C:3]1[C:4](CC)=NC=C([CH:11]=1)C(O)=O)C.C([O:18][C:19](=[O:29])[C:20]1[CH:25]=[C:24](Cl)[C:23]([CH:27]=[CH2:28])=[N:22][CH:21]=1)(C)(C)C. (9) The reactants are: [Cl:1][C:2]1[C:3]([F:37])=[C:4]([CH:8]2[C:12]([C:15]3[CH:20]=[CH:19][C:18]([Cl:21])=[CH:17][C:16]=3[F:22])([C:13]#[N:14])[CH:11]([CH2:23][C:24]([CH3:27])([CH3:26])[CH3:25])[CH2:10][N:9]2[C:28]([C:30]2[CH:35]=[CH:34][C:33](=[O:36])[NH:32][CH:31]=2)=[O:29])[CH:5]=[CH:6][CH:7]=1.[C:38](=O)([O-])[O-].[Cs+].[Cs+]. Given the product [Cl:1][C:2]1[C:3]([F:37])=[C:4]([CH:8]2[C:12]([C:15]3[CH:20]=[CH:19][C:18]([Cl:21])=[CH:17][C:16]=3[F:22])([C:13]#[N:14])[CH:11]([CH2:23][C:24]([CH3:25])([CH3:26])[CH3:27])[CH2:10][N:9]2[C:28]([C:30]2[CH:35]=[CH:34][C:33](=[O:36])[N:32]([CH3:38])[CH:31]=2)=[O:29])[CH:5]=[CH:6][CH:7]=1, predict the reactants needed to synthesize it.